From a dataset of Reaction yield outcomes from USPTO patents with 853,638 reactions. Predict the reaction yield, written as a fraction of the theoretical maximum amount of product (1.0 means a 100% yield; for example, 0.34 means a 34% yield). The reactants are [N:1]1[N:2]=[C:3]([C:10]2[CH:19]=[CH:18][C:17]3[C:12](=[C:13]([O:20][CH2:21][C:22]4([O:36][CH3:37])[CH2:28][CH2:27][CH2:26][N:25](C(OC(C)(C)C)=O)[CH2:24][CH2:23]4)[CH:14]=[CH:15][CH:16]=3)[N:11]=2)[N:4]2[CH:9]=[CH:8][CH:7]=[CH:6][C:5]=12.FC(F)(F)C(O)=O. The catalyst is C(Cl)Cl. The product is [N:1]1[N:2]=[C:3]([C:10]2[CH:19]=[CH:18][C:17]3[C:12](=[C:13]([O:20][CH2:21][C:22]4([O:36][CH3:37])[CH2:28][CH2:27][CH2:26][NH:25][CH2:24][CH2:23]4)[CH:14]=[CH:15][CH:16]=3)[N:11]=2)[N:4]2[CH:9]=[CH:8][CH:7]=[CH:6][C:5]=12. The yield is 0.950.